From a dataset of Catalyst prediction with 721,799 reactions and 888 catalyst types from USPTO. Predict which catalyst facilitates the given reaction. (1) Reactant: I[CH2:2][CH2:3][CH2:4][C:5]1([C:16]2[CH:21]=[CH:20][C:19]([F:22])=[CH:18][CH:17]=2)[C:13]2[C:8](=[CH:9][C:10]([C:14]#[N:15])=[CH:11][CH:12]=2)[CH2:7][O:6]1.[CH2:23]([NH2:25])[CH3:24]. Product: [CH2:23]([NH:25][CH2:2][CH2:3][CH2:4][C:5]1([C:16]2[CH:21]=[CH:20][C:19]([F:22])=[CH:18][CH:17]=2)[C:13]2[C:8](=[CH:9][C:10]([C:14]#[N:15])=[CH:11][CH:12]=2)[CH2:7][O:6]1)[CH3:24]. The catalyst class is: 353. (2) Reactant: [CH3:1][N:2]1[CH2:30][CH2:29][C:5]2[N:6]([CH2:14][C:15]([C:23]3[CH:28]=[CH:27][CH:26]=[CH:25][CH:24]=3)([C:17]3[CH:22]=[CH:21][CH:20]=[CH:19][CH:18]=3)O)[C:7]3[CH:8]=[CH:9][C:10]([CH3:13])=[CH:11][C:12]=3[C:4]=2[CH2:3]1.S(Cl)(Cl)=O.[OH-].[Na+]. Product: [C:23]1([C:15]([C:17]2[CH:22]=[CH:21][CH:20]=[CH:19][CH:18]=2)=[CH:14][N:6]2[C:7]3[CH:8]=[CH:9][C:10]([CH3:13])=[CH:11][C:12]=3[C:4]3[CH2:3][N:2]([CH3:1])[CH2:30][CH2:29][C:5]2=3)[CH:24]=[CH:25][CH:26]=[CH:27][CH:28]=1. The catalyst class is: 59. (3) The catalyst class is: 12. Reactant: [CH3:1][CH:2]([SH:4])[CH3:3].[H-].[Na+].[CH3:7][O:8][C:9]1[CH:14]=[CH:13][C:12]([C:15]2[N:16]=[C:17](S(C)(=O)=O)[O:18][C:19]=2[C:20]2[CH:25]=[CH:24][C:23]([O:26][CH3:27])=[CH:22][CH:21]=2)=[CH:11][CH:10]=1. Product: [CH:2]([S:4][C:17]1[O:18][C:19]([C:20]2[CH:25]=[CH:24][C:23]([O:26][CH3:27])=[CH:22][CH:21]=2)=[C:15]([C:12]2[CH:11]=[CH:10][C:9]([O:8][CH3:7])=[CH:14][CH:13]=2)[N:16]=1)([CH3:3])[CH3:1]. (4) Reactant: S1C2C=CC=CC=2N=C1N.C(OCC)(=O)CC(C)=O.FC1C=C([C:28]2[C:33](=[O:34])[N:32]3[CH:35]=[CH:36][S:37][C:31]3=[N:30][C:29]=2[CH3:38])C=C(F)C=1. Product: [CH3:38][C:29]1[N:30]=[C:31]2[S:37][CH:36]=[CH:35][N:32]2[C:33](=[O:34])[CH:28]=1. The catalyst class is: 15. (5) Reactant: Br[C:2]1[CH:7]=[CH:6][C:5]([N:8]([C:13]2[C:32]([CH:33]3[CH2:35][CH2:34]3)=[CH:31][C:16]3[C:17]([C:27]([NH:29][CH3:30])=[O:28])=[C:18]([C:20]4[CH:25]=[CH:24][C:23]([F:26])=[CH:22][CH:21]=4)[O:19][C:15]=3[CH:14]=2)[S:9]([CH3:12])(=[O:11])=[O:10])=[CH:4][C:3]=1[S:36]([CH3:39])(=[O:38])=[O:37].CC1(C)C(C)(C)[O:44][B:43](B2OC(C)(C)C(C)(C)O2)[O:42]1.C([O-])(=O)C.[K+].Cl.I([O-])(=O)(=O)=O.[Na+]. Product: [CH:33]1([C:32]2[C:13]([N:8]([C:5]3[CH:6]=[CH:7][C:2]([B:43]([OH:44])[OH:42])=[C:3]([S:36]([CH3:39])(=[O:38])=[O:37])[CH:4]=3)[S:9]([CH3:12])(=[O:11])=[O:10])=[CH:14][C:15]3[O:19][C:18]([C:20]4[CH:25]=[CH:24][C:23]([F:26])=[CH:22][CH:21]=4)=[C:17]([C:27](=[O:28])[NH:29][CH3:30])[C:16]=3[CH:31]=2)[CH2:35][CH2:34]1. The catalyst class is: 225. (6) Reactant: [CH3:1][C:2]1[C:6]([C:7]2[CH:12]=[C:11]([C:13]3[C:14]([CH3:19])=[N:15][O:16][C:17]=3[CH3:18])[CH:10]=[C:9]([NH2:20])[C:8]=2[NH2:21])=[C:5]([CH3:22])[NH:4][N:3]=1.[CH:23]1([C:27](Cl)=O)[CH2:26][CH2:25][CH2:24]1. Product: [CH:23]1([C:27]2[NH:20][C:9]3[CH:10]=[C:11]([C:13]4[C:14]([CH3:19])=[N:15][O:16][C:17]=4[CH3:18])[CH:12]=[C:7]([C:6]4[C:2]([CH3:1])=[N:3][NH:4][C:5]=4[CH3:22])[C:8]=3[N:21]=2)[CH2:26][CH2:25][CH2:24]1. The catalyst class is: 17. (7) Reactant: [CH3:1][CH:2]1[CH2:6][CH2:5][CH2:4][NH:3]1.[CH3:7][C:8]([CH3:10])=O.[C-]#N.[K+].[N-:14]=[C:15]=O. Product: [CH3:7][C:8]([N:3]1[CH2:4][CH2:5][CH2:6][CH:2]1[CH3:1])([CH3:10])[C:15]#[N:14]. The catalyst class is: 232. (8) Reactant: [CH3:1][O:2][C:3]([C:5]1[CH:6]=[CH:7][C:8]([OH:11])=[CH:9][CH:10]=1)=[O:4].[F:12][C:13]1[CH:20]=[CH:19][C:16]([CH2:17]Cl)=[CH:15][CH:14]=1.C(=O)([O-])[O-].[K+].[K+]. Product: [F:12][C:13]1[CH:20]=[CH:19][C:16]([CH2:17][O:11][C:8]2[CH:9]=[CH:10][C:5]([C:3]([O:2][CH3:1])=[O:4])=[CH:6][CH:7]=2)=[CH:15][CH:14]=1. The catalyst class is: 21.